From a dataset of Full USPTO retrosynthesis dataset with 1.9M reactions from patents (1976-2016). Predict the reactants needed to synthesize the given product. (1) Given the product [CH2:1]([O:8][CH2:9][CH2:10][CH2:11][O:12][C:13]1[CH:14]=[CH:15][C:16]([CH:19]2[CH:20]([CH2:44][S:52][C:46]3[CH:51]=[CH:50][CH:49]=[CH:48][CH:47]=3)[CH2:21][N:22]([C:37]([O:39][C:40]([CH3:42])([CH3:43])[CH3:41])=[O:38])[CH2:23][CH:24]2[O:25][CH2:26][C:27]2[CH:36]=[CH:35][C:34]3[C:29](=[CH:30][CH:31]=[CH:32][CH:33]=3)[CH:28]=2)=[CH:17][CH:18]=1)[C:2]1[CH:7]=[CH:6][CH:5]=[CH:4][CH:3]=1, predict the reactants needed to synthesize it. The reactants are: [CH2:1]([O:8][CH2:9][CH2:10][CH2:11][O:12][C:13]1[CH:18]=[CH:17][C:16]([CH:19]2[CH:24]([O:25][CH2:26][C:27]3[CH:36]=[CH:35][C:34]4[C:29](=[CH:30][CH:31]=[CH:32][CH:33]=4)[CH:28]=3)[CH2:23][N:22]([C:37]([O:39][C:40]([CH3:43])([CH3:42])[CH3:41])=[O:38])[CH2:21][CH:20]2[CH2:44]O)=[CH:15][CH:14]=1)[C:2]1[CH:7]=[CH:6][CH:5]=[CH:4][CH:3]=1.[C:46]1([S:52][S:52][C:46]2[CH:51]=[CH:50][CH:49]=[CH:48][CH:47]=2)[CH:51]=[CH:50][CH:49]=[CH:48][CH:47]=1.C(P(CCCC)CCCC)CCC. (2) Given the product [CH3:1][N:2]([CH2:4][C:5]1[C:13]2[O:12][N:11]=[C:10]([CH2:14][CH2:15][CH:16]3[CH2:21][CH2:20][N:19]([CH2:32][C:29]4[CH:30]=[CH:31][S:27][CH:28]=4)[CH2:18][CH2:17]3)[C:9]=2[CH:8]=[CH:7][C:6]=1[O:22][CH2:23][CH:24]1[CH2:25][CH2:26]1)[CH3:3], predict the reactants needed to synthesize it. The reactants are: [CH3:1][N:2]([CH2:4][C:5]1[C:13]2[O:12][N:11]=[C:10]([CH2:14][CH2:15][CH:16]3[CH2:21][CH2:20][NH:19][CH2:18][CH2:17]3)[C:9]=2[CH:8]=[CH:7][C:6]=1[O:22][CH2:23][CH:24]1[CH2:26][CH2:25]1)[CH3:3].[S:27]1[CH:31]=[CH:30][C:29]([CH:32]=O)=[CH:28]1. (3) Given the product [CH3:1][N:2]1[CH2:21][C:22]2=[CH:23][N:16]([N:17]=[N:18]2)[CH2:15][C:14](=[O:19])[NH:13][C@H:6]([C:7]2[CH:12]=[CH:11][CH:10]=[CH:9][CH:8]=2)[CH2:5][O:4][C:3]1=[O:20], predict the reactants needed to synthesize it. The reactants are: [CH3:1][N:2]([CH2:21][C:22]#[CH:23])[C:3](=[O:20])[O:4][CH2:5][C@H:6]([NH:13][C:14](=[O:19])[CH2:15][N:16]=[N+:17]=[N-:18])[C:7]1[CH:12]=[CH:11][CH:10]=[CH:9][CH:8]=1. (4) The reactants are: C(N(C(C)C)CC)(C)C.[CH2:10]([O:14][C:15]1[CH:20]=[C:19](Cl)[N:18]=[CH:17][N:16]=1)[C:11]#[C:12][CH3:13].[F:22][C:23]1[CH:28]=[CH:27][CH:26]=[CH:25][C:24]=1[SH:29].[Cl-].[NH4+]. Given the product [CH2:10]([O:14][C:15]1[CH:20]=[C:19]([S:29][C:24]2[CH:25]=[CH:26][CH:27]=[CH:28][C:23]=2[F:22])[N:18]=[CH:17][N:16]=1)[C:11]#[C:12][CH3:13], predict the reactants needed to synthesize it. (5) Given the product [C:1]1([C:7]2([CH2:13][NH2:14])[CH2:12][CH2:11][CH2:10][CH2:9][CH2:8]2)[CH:6]=[CH:5][CH:4]=[CH:3][CH:2]=1, predict the reactants needed to synthesize it. The reactants are: [C:1]1([C:7]2([C:13]#[N:14])[CH2:12][CH2:11][CH2:10][CH2:9][CH2:8]2)[CH:6]=[CH:5][CH:4]=[CH:3][CH:2]=1.[H-].[Al+3].[Li+].[H-].[H-].[H-].